This data is from Retrosynthesis with 50K atom-mapped reactions and 10 reaction types from USPTO. The task is: Predict the reactants needed to synthesize the given product. (1) Given the product CCOC(=O)C1(c2ccc(C=O)s2)CC=CC1, predict the reactants needed to synthesize it. The reactants are: CCOC(=O)C1(c2cccs2)CC=CC1.CN(C)C=O. (2) Given the product CNC(=O)CCc1cn(Cc2ccc(C(=O)NS(=O)(=O)c3ccccc3C)cc2OC)c2cc(C(=O)NCC3CCCC3)ccc12, predict the reactants needed to synthesize it. The reactants are: CNC(=O)CCc1cn(Cc2ccc(C(=O)O)cc2OC)c2cc(C(=O)NCC3CCCC3)ccc12.Cc1ccccc1S(N)(=O)=O. (3) Given the product COc1ccc2nc(COc3ccc(CC4SC(=O)N(C(c5ccccc5)(c5ccccc5)c5ccccc5)C4=O)cc3)n(C)c2n1, predict the reactants needed to synthesize it. The reactants are: COc1ccc2nc(CO)n(C)c2n1.O=C1SC(Cc2ccc(O)cc2)C(=O)N1C(c1ccccc1)(c1ccccc1)c1ccccc1.